This data is from Forward reaction prediction with 1.9M reactions from USPTO patents (1976-2016). The task is: Predict the product of the given reaction. (1) The product is: [Cl:18][C:17]1[C:16]([O:19][CH3:20])=[CH:15][C:14]([O:21][CH3:22])=[C:13]([Cl:23])[C:12]=1[C:7]1[CH:8]=[C:9]2[C:4](=[CH:5][CH:6]=1)[N:3]=[C:2]([NH:24][C@H:25]1[C@H:29]([OH:30])[CH2:28][C@@H:27]([C:31]([O:33][CH3:34])=[O:32])[CH2:26]1)[N:11]=[CH:10]2. Given the reactants Cl[C:2]1[N:11]=[CH:10][C:9]2[C:4](=[CH:5][CH:6]=[C:7]([C:12]3[C:17]([Cl:18])=[C:16]([O:19][CH3:20])[CH:15]=[C:14]([O:21][CH3:22])[C:13]=3[Cl:23])[CH:8]=2)[N:3]=1.[NH2:24][C@H:25]1[C@H:29]([OH:30])[CH2:28][CH:27]([C:31]([O:33][CH3:34])=[O:32])[CH2:26]1.C1CCN2C(=NCCC2)CC1, predict the reaction product. (2) Given the reactants [CH3:1][C:2]1[O:6][N:5]=[C:4]([C:7]2[CH:12]=[CH:11][CH:10]=[CH:9][CH:8]=2)[C:3]=1[CH2:13][O:14][C:15]1[N:16]=[CH:17][C:18]([C:21]([OH:23])=O)=[N:19][CH:20]=1.[CH:24]1([NH2:27])[CH2:26][CH2:25]1, predict the reaction product. The product is: [CH:24]1([NH:27][C:21]([C:18]2[CH:17]=[N:16][C:15]([O:14][CH2:13][C:3]3[C:4]([C:7]4[CH:8]=[CH:9][CH:10]=[CH:11][CH:12]=4)=[N:5][O:6][C:2]=3[CH3:1])=[CH:20][N:19]=2)=[O:23])[CH2:26][CH2:25]1. (3) Given the reactants [O:1]=[C:2]([N:20]1[CH2:24][CH2:23][CH2:22][CH2:21]1)[CH:3]([NH:12][C:13](=[O:19])[O:14][C:15]([CH3:18])([CH3:17])[CH3:16])[C:4](=O)[C:5]1[CH:10]=[CH:9][N:8]=[CH:7][CH:6]=1.CCN(CC)CC.Cl.[NH2:33][OH:34], predict the reaction product. The product is: [C:15]([O:14][C:13]([NH:12][CH:3]([C:4](=[N:33][OH:34])[C:5]1[CH:10]=[CH:9][N:8]=[CH:7][CH:6]=1)[C:2]([N:20]1[CH2:24][CH2:23][CH2:22][CH2:21]1)=[O:1])=[O:19])([CH3:18])([CH3:17])[CH3:16]. (4) Given the reactants CC[O:3][C:4]([CH:6]1[CH2:11][N:10]([C:12]([O:14][C:15]([CH3:18])([CH3:17])[CH3:16])=[O:13])[C:9]2[CH:19]=[C:20]([Cl:24])[C:21]([Br:23])=[CH:22][C:8]=2[O:7]1)=[O:5].[Li+].[OH-], predict the reaction product. The product is: [C:15]([O:14][C:12]([N:10]1[C:9]2[CH:19]=[C:20]([Cl:24])[C:21]([Br:23])=[CH:22][C:8]=2[O:7][CH:6]([C:4]([OH:5])=[O:3])[CH2:11]1)=[O:13])([CH3:18])([CH3:16])[CH3:17].